This data is from TCR-epitope binding with 47,182 pairs between 192 epitopes and 23,139 TCRs. The task is: Binary Classification. Given a T-cell receptor sequence (or CDR3 region) and an epitope sequence, predict whether binding occurs between them. (1) The epitope is AYAQKIFKI. The TCR CDR3 sequence is CASSHGQETQYF. Result: 0 (the TCR does not bind to the epitope). (2) The epitope is YIFFASFYY. The TCR CDR3 sequence is CASSDIKDSTDTQYF. Result: 0 (the TCR does not bind to the epitope). (3) The epitope is ALSKGVHFV. The TCR CDR3 sequence is CASSLDTGGMDTQYF. Result: 0 (the TCR does not bind to the epitope). (4) The epitope is DRFYKTLRAEQASQEV. The TCR CDR3 sequence is CASSTGSDFDNYGYTF. Result: 0 (the TCR does not bind to the epitope). (5) The epitope is RLRPGGKKK. The TCR CDR3 sequence is CASSVGTENQPQHF. Result: 0 (the TCR does not bind to the epitope).